From a dataset of Reaction yield outcomes from USPTO patents with 853,638 reactions. Predict the reaction yield, written as a fraction of the theoretical maximum amount of product (1.0 means a 100% yield; for example, 0.34 means a 34% yield). (1) The reactants are [CH3:1][C:2]1[C:7]([N:8]2[CH2:13][C@@H:12]3[CH2:14][C@H:9]2[CH2:10][N:11]3C(OC(C)(C)C)=O)=[CH:6][CH:5]=[CH:4][N:3]=1.C(Cl)[Cl:23]. The catalyst is FC(F)(F)C(O)=O. The product is [ClH:23].[CH3:1][C:2]1[C:7]([N:8]2[CH2:13][C@@H:12]3[CH2:14][C@H:9]2[CH2:10][NH:11]3)=[CH:6][CH:5]=[CH:4][N:3]=1. The yield is 0.940. (2) The reactants are [C:1]([CH2:9][C:10]([O:12]CC)=O)(=O)[C:2]1[CH:7]=[CH:6][CH:5]=[CH:4][CH:3]=1.[CH3:15][NH:16][NH2:17]. The catalyst is C(O)C. The product is [CH3:15][N:16]1[C:10](=[O:12])[CH2:9][C:1]([C:2]2[CH:7]=[CH:6][CH:5]=[CH:4][CH:3]=2)=[N:17]1. The yield is 0.730.